The task is: Predict which catalyst facilitates the given reaction.. This data is from Catalyst prediction with 721,799 reactions and 888 catalyst types from USPTO. (1) Product: [C:12]1([CH:18]2[O:23][C@H:22]3[CH2:24][C@@H:25]([N:6]4[CH:7]=[C:2]([I:1])[C:3](=[O:9])[NH:4][C:5]4=[O:8])[CH2:26][O:27][C@@H:21]3[CH2:20][O:19]2)[CH:13]=[CH:14][CH:15]=[CH:16][CH:17]=1. The catalyst class is: 31. Reactant: [I:1][C:2]1[C:3](=[O:9])[NH:4][C:5](=[O:8])[NH:6][CH:7]=1.[H-].[Na+].[C:12]1([CH:18]2[O:23][C@H:22]3[CH2:24][C@H:25](OS(C4C=CC(C)=CC=4)(=O)=O)[CH2:26][O:27][C@@H:21]3[CH2:20][O:19]2)[CH:17]=[CH:16][CH:15]=[CH:14][CH:13]=1. (2) Reactant: [F:1][C:2]1[CH:7]=[CH:6][C:5]([N:8]2[C:12]([C:13]3[CH:18]=[C:17]([CH2:19][O:20][C@H:21]([CH3:26])[C:22]([F:25])([F:24])[F:23])[CH:16]=[C:15]([F:27])[CH:14]=3)=[CH:11][C:10]([NH2:28])=[N:9]2)=[CH:4][CH:3]=1.[O:29]=[C:30]1[NH:34][C@@H:33]([C:35](O)=[O:36])[CH2:32][NH:31]1.CCN=C=NCCCN(C)C.Cl. Product: [F:1][C:2]1[CH:7]=[CH:6][C:5]([N:8]2[C:12]([C:13]3[CH:18]=[C:17]([CH2:19][O:20][C@H:21]([CH3:26])[C:22]([F:24])([F:25])[F:23])[CH:16]=[C:15]([F:27])[CH:14]=3)=[CH:11][C:10]([NH:28][C:35]([C@H:33]3[CH2:32][NH:31][C:30](=[O:29])[NH:34]3)=[O:36])=[N:9]2)=[CH:4][CH:3]=1. The catalyst class is: 22. (3) Reactant: C[N:2]1[C:6]([CH3:7])=[N:5][C:4]([C:8]2[CH:13]=[CH:12][N:11]3[CH:14]=[C:15]([NH:17][C:18]([NH:20][CH2:21][CH3:22])=[O:19])[N:16]=[C:10]3[CH:9]=2)=[N:3]1.Cl.N([O-])=O.[Na+].N[C:29](N)=O.C(=O)(O)[O-].[Na+]. Product: [CH3:29][N:3]1[C:4]([C:8]2[CH:13]=[CH:12][N:11]3[CH:14]=[C:15]([NH:17][C:18]([NH:20][CH2:21][CH3:22])=[O:19])[N:16]=[C:10]3[CH:9]=2)=[N:5][C:6]([CH3:7])=[N:2]1. The catalyst class is: 69. (4) Reactant: C([O:4][CH2:5][C:6]1[CH:18]=[CH:17][C:9]2[C:10](=[O:16])[O:11][C:12](C)(C)[O:13][C:8]=2[CH:7]=1)(=O)C.C[O-].[Na+].CO.Cl.CO.[Na+].[Cl-]. Product: [OH:13][C:8]1[CH:7]=[C:6]([CH2:5][OH:4])[CH:18]=[CH:17][C:9]=1[C:10]([O:11][CH3:12])=[O:16]. The catalyst class is: 5.